This data is from Catalyst prediction with 721,799 reactions and 888 catalyst types from USPTO. The task is: Predict which catalyst facilitates the given reaction. (1) Reactant: Cl.[NH2:2][C@H:3]1[CH2:8][CH2:7][CH2:6][CH2:5][C@H:4]1[NH:9][C:10]1[CH:11]=[C:12]([NH:19][C:20]2[CH:25]=[C:24]([CH3:26])[CH:23]=[C:22]([CH3:27])[N:21]=2)[C:13]([C:16]([NH2:18])=[O:17])=[N:14][CH:15]=1.N. Product: [NH2:2][C@H:3]1[CH2:8][CH2:7][CH2:6][CH2:5][C@H:4]1[NH:9][C:10]1[CH:11]=[C:12]([NH:19][C:20]2[CH:25]=[C:24]([CH3:26])[CH:23]=[C:22]([CH3:27])[N:21]=2)[C:13]([C:16]([NH2:18])=[O:17])=[N:14][CH:15]=1. The catalyst class is: 24. (2) Reactant: [C:1]([C:3]1[CH:8]=[CH:7][C:6]([N:9]2[CH2:14][CH2:13][N:12]([C:15]([O:17][C:18]([CH3:21])([CH3:20])[CH3:19])=[O:16])[CH2:11][CH2:10]2)=[C:5]([CH3:22])[CH:4]=1)#N.[OH-:23].[Na+].[OH2:25]. Product: [C:18]([O:17][C:15]([N:12]1[CH2:13][CH2:14][N:9]([C:6]2[CH:7]=[CH:8][C:3]([C:1]([OH:25])=[O:23])=[CH:4][C:5]=2[CH3:22])[CH2:10][CH2:11]1)=[O:16])([CH3:21])([CH3:20])[CH3:19]. The catalyst class is: 14. (3) The catalyst class is: 93. Product: [C:15]([NH:18]/[C:19](=[CH:6]/[C:5]1[CH:8]=[C:9]([C:10]([F:13])([F:12])[F:11])[C:2]([NH2:1])=[C:3]([Cl:14])[CH:4]=1)/[C:20]([OH:22])=[O:21])(=[O:17])[CH3:16]. Reactant: [NH2:1][C:2]1[C:9]([C:10]([F:13])([F:12])[F:11])=[CH:8][C:5]([CH:6]=O)=[CH:4][C:3]=1[Cl:14].[C:15]([NH:18][CH2:19][C:20]([OH:22])=[O:21])(=[O:17])[CH3:16].C([O-])(=O)C.[Na+].C(OC(=O)C)(=O)C. (4) Reactant: [CH3:1][O:2][C:3]1[CH:4]=[C:5]2[C:10](=[CH:11][C:12]=1[O:13][CH3:14])[N:9]=[CH:8][N:7]=[C:6]2[O:15][C:16]1[CH:22]=[CH:21][C:19]([NH2:20])=[CH:18][CH:17]=1.C(N(CC)CC)C.Cl[C:31](Cl)([O:33]C(=O)OC(Cl)(Cl)Cl)Cl.[NH2:42][C:43]1[CH:47]=[C:46]([CH3:48])[O:45][N:44]=1. Product: [CH3:1][O:2][C:3]1[CH:4]=[C:5]2[C:10](=[CH:11][C:12]=1[O:13][CH3:14])[N:9]=[CH:8][N:7]=[C:6]2[O:15][C:16]1[CH:22]=[CH:21][C:19]([NH:20][C:31]([NH:42][C:43]2[CH:47]=[C:46]([CH3:48])[O:45][N:44]=2)=[O:33])=[CH:18][CH:17]=1. The catalyst class is: 146. (5) Reactant: [Br:1][C:2]1[CH:7]=[C:6]([Cl:8])[N:5]=[C:4]([OH:9])[CH:3]=1.[C:10](=O)([O-])[O-].[K+].[K+].IC. Product: [Br:1][C:2]1[CH:7]=[C:6]([Cl:8])[N:5]([CH3:10])[C:4](=[O:9])[CH:3]=1. The catalyst class is: 3. (6) Reactant: [OH:1][C:2]1[C:3]([O:27][CH3:28])(C(OC)=O)[CH2:4][CH:5]([CH3:22])[C:6](=[O:21])[C:7]=1[C:8]([C:10]1[C:11]([CH3:20])=[N:12][C:13]([C:16]([F:19])([F:18])[F:17])=[CH:14][CH:15]=1)=[O:9].[OH-].[K+]. Product: [OH:1][C:2]1[CH:3]([O:27][CH3:28])[CH2:4][CH:5]([CH3:22])[C:6](=[O:21])[C:7]=1[C:8]([C:10]1[C:11]([CH3:20])=[N:12][C:13]([C:16]([F:19])([F:17])[F:18])=[CH:14][CH:15]=1)=[O:9]. The catalyst class is: 38. (7) Reactant: [ClH:1].C(OC([N:9]1[C@H:13]([C:14]2[CH:19]=[CH:18][CH:17]=[CH:16][CH:15]=2)[C@H:12]([C:20]2[CH:25]=[CH:24][CH:23]=[CH:22][CH:21]=2)[N:11]=[C:10]1[NH:26][CH2:27][C:28]1[CH:33]=[C:32]([F:34])[CH:31]=[C:30]([F:35])[CH:29]=1)=O)(C)(C)C. Product: [ClH:1].[C:14]1([C@H:13]2[C@@H:12]([C:20]3[CH:21]=[CH:22][CH:23]=[CH:24][CH:25]=3)[NH:11][C:10]([NH:26][CH2:27][C:28]3[CH:33]=[C:32]([F:34])[CH:31]=[C:30]([F:35])[CH:29]=3)=[N:9]2)[CH:15]=[CH:16][CH:17]=[CH:18][CH:19]=1. The catalyst class is: 25.